From a dataset of Reaction yield outcomes from USPTO patents with 853,638 reactions. Predict the reaction yield, written as a fraction of the theoretical maximum amount of product (1.0 means a 100% yield; for example, 0.34 means a 34% yield). (1) The reactants are [NH:1]=[C:2](OC)[C:3]1[CH:4]=[CH:5][C:6]2[O:10][C:9]3[CH:11]=[C:12]([S:15]([NH:18][C@@H:19]([CH:24]([CH3:26])[CH3:25])[C:20]([O:22][CH3:23])=[O:21])(=[O:17])=[O:16])[CH:13]=[CH:14][C:8]=3[C:7]=2[CH:27]=1.[CH:30]([NH2:33])([CH3:32])[CH3:31]. The catalyst is C1COCC1. The product is [CH:30]([NH:33][C:2]([C:3]1[CH:4]=[CH:5][C:6]2[O:10][C:9]3[CH:11]=[C:12]([S:15]([NH:18][C@@H:19]([CH:24]([CH3:25])[CH3:26])[C:20]([O:22][CH3:23])=[O:21])(=[O:17])=[O:16])[CH:13]=[CH:14][C:8]=3[C:7]=2[CH:27]=1)=[NH:1])([CH3:32])[CH3:31]. The yield is 0.700. (2) The reactants are [C:1]1([C:20]2[CH:25]=[CH:24][CH:23]=[CH:22][CH:21]=2)[CH:6]=[CH:5][CH:4]=[CH:3][C:2]=1[CH2:7][C:8]1[NH:9][C:10](=[O:19])[C:11]([OH:18])=[C:12]([C:14](OC)=[O:15])[N:13]=1.[F:26][C:27]1[CH:34]=[CH:33][C:30]([CH2:31][NH2:32])=[CH:29][CH:28]=1. No catalyst specified. The product is [F:26][C:27]1[CH:34]=[CH:33][C:30]([CH2:31][NH:32][C:14]([C:12]2[N:13]=[C:8]([CH2:7][C:2]3[CH:3]=[CH:4][CH:5]=[CH:6][C:1]=3[C:20]3[CH:25]=[CH:24][CH:23]=[CH:22][CH:21]=3)[NH:9][C:10](=[O:19])[C:11]=2[OH:18])=[O:15])=[CH:29][CH:28]=1. The yield is 0.180. (3) The reactants are C(Cl)(Cl)=O.[NH2:5][C:6]1[CH:7]=[C:8]([C@@H:12]([NH:19][C:20]([O:22][CH2:23][C:24]2[CH:29]=[CH:28][CH:27]=[CH:26][CH:25]=2)=[O:21])[CH2:13][C:14]([O:16][CH2:17][CH3:18])=[O:15])[CH:9]=[CH:10][CH:11]=1.[C:30]([O-:33])(O)=[O:31].[Na+].[Br:35][C:36]1[CH:41]=[CH:40][C:39]([CH2:42][CH2:43]O)=[C:38]([CH3:45])[CH:37]=1.[N-]=C=O.[H-].[Na+].[Cl-].[NH4+]. The catalyst is C1COCC1.O. The product is [CH2:23]([O:22][C:20]([NH:19][C@H:12]([C:8]1[CH:9]=[CH:10][CH:11]=[C:6]([NH:5][C:30]([O:33][CH2:43][CH2:42][C:39]2[CH:40]=[CH:41][C:36]([Br:35])=[CH:37][C:38]=2[CH3:45])=[O:31])[CH:7]=1)[CH2:13][C:14]([O:16][CH2:17][CH3:18])=[O:15])=[O:21])[C:24]1[CH:25]=[CH:26][CH:27]=[CH:28][CH:29]=1. The yield is 0.570. (4) The reactants are [H-].[Na+].[OH:3][C:4]1[CH:29]=[CH:28][C:27]([O:30][CH3:31])=[CH:26][C:5]=1[CH2:6][N:7]([C:11]1[CH:16]=[C:15]([F:17])[CH:14]=[CH:13][C:12]=1[O:18][C:19]1[CH:24]=[CH:23][C:22]([Br:25])=[CH:21][CH:20]=1)[C:8](=[O:10])[CH3:9].[CH3:32]I. The catalyst is CN(C)C=O. The product is [CH3:32][O:3][C:4]1[CH:29]=[CH:28][C:27]([O:30][CH3:31])=[CH:26][C:5]=1[CH2:6][N:7]([C:11]1[CH:16]=[C:15]([F:17])[CH:14]=[CH:13][C:12]=1[O:18][C:19]1[CH:24]=[CH:23][C:22]([Br:25])=[CH:21][CH:20]=1)[C:8](=[O:10])[CH3:9]. The yield is 0.850. (5) The reactants are Br[CH2:2][C:3]1[O:4][C:5]2[CH:11]=[CH:10][CH:9]=[CH:8][C:6]=2[CH:7]=1.[CH3:12][C:13]1([CH3:27])[C:17]([CH3:19])([CH3:18])[O:16][B:15]([C:20]2[CH:25]=[CH:24][C:23]([OH:26])=[CH:22][CH:21]=2)[O:14]1.C(=O)([O-])[O-].[K+].[K+]. The catalyst is C(#N)C. The product is [CH3:18][C:17]1([CH3:19])[C:13]([CH3:12])([CH3:27])[O:14][B:15]([C:20]2[CH:25]=[CH:24][C:23]([O:26][CH2:2][C:3]3[O:4][C:5]4[CH:11]=[CH:10][CH:9]=[CH:8][C:6]=4[CH:7]=3)=[CH:22][CH:21]=2)[O:16]1. The yield is 0.630. (6) The reactants are [CH3:1][O:2][C:3]([C@@H:5]1[CH2:9][C@@H:8]([OH:10])[CH2:7][N:6]1[C:11]([O:13][C:14]([CH3:17])([CH3:16])[CH3:15])=[O:12])=[O:4].[Cl:18][C:19]1[CH:20]=[C:21](O)[CH:22]=[CH:23][CH:24]=1.C1(P(C2C=CC=CC=2)C2C=CC=CC=2)C=CC=CC=1.CC(OC(/N=N/C(OC(C)C)=O)=O)C. The catalyst is COC(C)(C)C. The product is [CH3:1][O:2][C:3]([C@@H:5]1[CH2:9][C@H:8]([O:10][C:23]2[CH:22]=[CH:21][CH:20]=[C:19]([Cl:18])[CH:24]=2)[CH2:7][N:6]1[C:11]([O:13][C:14]([CH3:17])([CH3:16])[CH3:15])=[O:12])=[O:4]. The yield is 0.860. (7) The reactants are [CH3:1][C@@H:2]([C@@H:9]1[C@@:13]2([CH3:28])[CH2:14][CH2:15][CH2:16]/[C:17](=[CH:18]\[CH:19]=[C:20]3\[CH2:21][C@@H:22](O)[CH2:23][CH2:24][C:25]\3=[CH2:26])/[C@@H:12]2[CH2:11][CH2:10]1)[CH2:3][CH2:4][CH2:5][CH:6]([CH3:8])[CH3:7].[C:29]1(=[O:39])[NH:33][C:32](=[O:34])[C:31]2=[CH:35][CH:36]=[CH:37][CH:38]=[C:30]12.C1(P(C2C=CC=CC=2)C2C=CC=CC=2)C=CC=CC=1.CCOC(/N=N/C(OCC)=O)=O. The catalyst is C1COCC1. The product is [C:29]1(=[O:39])[N:33]([CH:22]2[CH2:23][CH2:24][C@@:25]3([CH3:26])[CH:20]([CH2:19][CH2:18][C@@H:17]4[C@@H:16]3[CH2:15][CH2:14][C@@:13]3([CH3:28])[C@H:12]4[CH2:11][CH2:10][C@@H:9]3[C@H:2]([CH3:1])[CH2:3][CH2:4][CH2:5][CH:6]([CH3:8])[CH3:7])[CH2:21]2)[C:32](=[O:34])[C:31]2=[CH:35][CH:36]=[CH:37][CH:38]=[C:30]12. The yield is 0.760. (8) The yield is 0.840. The product is [Cl:14][C:13]1[C:3]2[CH2:2][N:30]([CH:28]([C:25]3[CH:26]=[N:27][C:22]([O:21][C:20]4[CH:19]=[CH:18][C:17]([F:16])=[CH:33][CH:32]=4)=[C:23]([CH3:31])[CH:24]=3)[CH3:29])[C:5](=[O:7])[C:4]=2[CH:10]=[CH:11][N:12]=1. No catalyst specified. The reactants are Br[CH2:2][C:3]1[C:13]([Cl:14])=[N:12][CH:11]=[CH:10][C:4]=1[C:5]([O:7]CC)=O.Cl.[F:16][C:17]1[CH:33]=[CH:32][C:20]([O:21][C:22]2[N:27]=[CH:26][C:25]([CH:28]([NH2:30])[CH3:29])=[CH:24][C:23]=2[CH3:31])=[CH:19][CH:18]=1.